The task is: Regression. Given two drug SMILES strings and cell line genomic features, predict the synergy score measuring deviation from expected non-interaction effect.. This data is from NCI-60 drug combinations with 297,098 pairs across 59 cell lines. (1) Drug 1: CC1=C(C=C(C=C1)C(=O)NC2=CC(=CC(=C2)C(F)(F)F)N3C=C(N=C3)C)NC4=NC=CC(=N4)C5=CN=CC=C5. Drug 2: C1CCC(C(C1)N)N.C(=O)(C(=O)[O-])[O-].[Pt+4]. Cell line: MOLT-4. Synergy scores: CSS=44.3, Synergy_ZIP=-0.836, Synergy_Bliss=-4.09, Synergy_Loewe=-14.0, Synergy_HSA=-5.53. (2) Drug 1: C1=CC(=C2C(=C1NCCNCCO)C(=O)C3=C(C=CC(=C3C2=O)O)O)NCCNCCO. Drug 2: C(CC(=O)O)C(=O)CN.Cl. Cell line: HCC-2998. Synergy scores: CSS=39.3, Synergy_ZIP=-1.32, Synergy_Bliss=-0.750, Synergy_Loewe=2.68, Synergy_HSA=4.20.